This data is from Reaction yield outcomes from USPTO patents with 853,638 reactions. The task is: Predict the reaction yield, written as a fraction of the theoretical maximum amount of product (1.0 means a 100% yield; for example, 0.34 means a 34% yield). (1) The reactants are [NH2:1][C:2](=[S:13])[CH2:3][NH:4][C:5](=[O:12])[C:6]1[CH:11]=[CH:10][CH:9]=[CH:8][CH:7]=1.Br[CH2:15][C:16]([C:18]1[CH:23]=[CH:22][CH:21]=[CH:20][CH:19]=1)=O. The catalyst is CCO.CCOC(C)=O. The product is [C:18]1([C:16]2[N:1]=[C:2]([CH2:3][NH:4][C:5](=[O:12])[C:6]3[CH:7]=[CH:8][CH:9]=[CH:10][CH:11]=3)[S:13][CH:15]=2)[CH:23]=[CH:22][CH:21]=[CH:20][CH:19]=1. The yield is 0.880. (2) The reactants are Cl.[CH3:2][O:3][C:4]1[CH:18]=[CH:17][C:7]([CH2:8][NH:9][CH2:10][CH2:11][C:12]2[CH:16]=[CH:15][S:14][CH:13]=2)=[CH:6][CH:5]=1.O=[CH:20][CH2:21][NH:22][C:23](=[O:29])[O:24][C:25]([CH3:28])([CH3:27])[CH3:26]. The catalyst is C(O)CCC.C(OCC)(=O)C. The product is [C:25]([O:24][C:23](=[O:29])[NH:22][CH2:21][CH:20]1[C:13]2[S:14][CH:15]=[CH:16][C:12]=2[CH2:11][CH2:10][N:9]1[CH2:8][C:7]1[CH:6]=[CH:5][C:4]([O:3][CH3:2])=[CH:18][CH:17]=1)([CH3:28])([CH3:27])[CH3:26]. The yield is 0.440. (3) The reactants are C([N:8]1[CH2:13][CH2:12][O:11][CH2:10][C@H:9]1[CH2:14][CH2:15][OH:16])C1C=CC=CC=1.C(O)(=O)C. The catalyst is C(O)C.[OH-].[Pd+2].[OH-]. The product is [NH:8]1[CH2:13][CH2:12][O:11][CH2:10][C@H:9]1[CH2:14][CH2:15][OH:16]. The yield is 0.980.